From a dataset of Reaction yield outcomes from USPTO patents with 853,638 reactions. Predict the reaction yield, written as a fraction of the theoretical maximum amount of product (1.0 means a 100% yield; for example, 0.34 means a 34% yield). (1) The reactants are [Cl:1][C:2]1[CH:7]=[C:6]([Cl:8])[CH:5]=[CH:4][C:3]=1[CH2:9][NH2:10].[CH2:11]([O:13][CH:14]([O:19][CH2:20][CH3:21])[C:15](=[NH:18])OC)[CH3:12]. The catalyst is CO. The product is [Cl:1][C:2]1[CH:7]=[C:6]([Cl:8])[CH:5]=[CH:4][C:3]=1[CH2:9][NH:10][C:15](=[NH:18])[CH:14]([O:19][CH2:20][CH3:21])[O:13][CH2:11][CH3:12]. The yield is 0.727. (2) The reactants are [C:1]([NH:8][CH2:9][CH2:10][CH2:11][OH:12])([O:3][C:4]([CH3:7])([CH3:6])[CH3:5])=[O:2].CC(OI1(OC(C)=O)(OC(C)=O)OC(=O)C2C=CC=CC1=2)=O.[O-]S([O-])(=S)=O.[Na+].[Na+]. The catalyst is O.CCOCC.C([O-])(O)=O.[Na+]. The product is [C:1]([NH:8][CH2:9][CH2:10][CH:11]=[O:12])([O:3][C:4]([CH3:5])([CH3:6])[CH3:7])=[O:2]. The yield is 0.856.